From a dataset of Forward reaction prediction with 1.9M reactions from USPTO patents (1976-2016). Predict the product of the given reaction. (1) Given the reactants C(N(CC)CC)C.[NH2:8][CH2:9][CH2:10][C:11]#[CH:12].Cl[CH2:14][C:15]([N:17]1[CH2:36][CH2:35][C:20]2[N:21]=[C:22]([NH:25][CH:26]3[CH2:34][C:33]4[C:28](=[CH:29][CH:30]=[CH:31][CH:32]=4)[CH2:27]3)[N:23]=[CH:24][C:19]=2[CH2:18]1)=[O:16], predict the reaction product. The product is: [CH2:9]([NH:8][CH2:14][C:15]([N:17]1[CH2:36][CH2:35][C:20]2[N:21]=[C:22]([NH:25][CH:26]3[CH2:27][C:28]4[C:33](=[CH:32][CH:31]=[CH:30][CH:29]=4)[CH2:34]3)[N:23]=[CH:24][C:19]=2[CH2:18]1)=[O:16])[CH2:10][C:11]#[CH:12]. (2) Given the reactants [C:1]([C:3]1[CH:4]=[N:5][N:6]2[C:11]([C:12]([F:15])([F:14])[F:13])=[CH:10][C:9]([C:16]3[CH:21]=[CH:20][C:19]([C:22]([F:25])([F:24])[F:23])=[CH:18][CH:17]=3)=[N:8][C:7]=12)#[CH:2].Br[C:27]1[CH:28]=[CH:29][C:30]([CH3:37])=[C:31]([S:33]([NH2:36])(=[O:35])=[O:34])[CH:32]=1, predict the reaction product. The product is: [CH3:37][C:30]1[CH:29]=[CH:28][C:27]([C:2]#[C:1][C:3]2[CH:4]=[N:5][N:6]3[C:11]([C:12]([F:14])([F:13])[F:15])=[CH:10][C:9]([C:16]4[CH:21]=[CH:20][C:19]([C:22]([F:25])([F:24])[F:23])=[CH:18][CH:17]=4)=[N:8][C:7]=23)=[CH:32][C:31]=1[S:33]([NH2:36])(=[O:35])=[O:34].